Predict the product of the given reaction. From a dataset of Forward reaction prediction with 1.9M reactions from USPTO patents (1976-2016). (1) Given the reactants [C:1]([C:3]1[CH:8]=[CH:7][C:6]([C:9]2([O:12][CH:13]([CH3:15])[CH3:14])[CH2:11][CH2:10]2)=[CH:5][C:4]=1CC)#[CH:2].[CH2:18](OC(=O)C1C=CC(I)=CC=1)[CH3:19], predict the reaction product. The product is: [C:1]([C:3]1[CH:4]=[CH:5][C:6]([C:9]2([O:12][CH:13]([CH3:14])[CH3:15])[CH2:10][CH2:11]2)=[C:7]([CH2:18][CH3:19])[CH:8]=1)#[CH:2]. (2) Given the reactants Cl[C:2]1[S:3][C:4]2[C:10]([Cl:11])=[CH:9][CH:8]=[CH:7][C:5]=2[N:6]=1.[F:12][C:13]([F:24])([F:23])[C:14]1[CH:15]=[C:16](B(O)O)[CH:17]=[CH:18][CH:19]=1.C(=O)([O-])[O-:26].[Cs+].[Cs+].O, predict the reaction product. The product is: [Cl:11][C:10]1[C:4]2[S:3][C:2]([O:26][C:16]3[CH:17]=[CH:18][CH:19]=[C:14]([C:13]([F:24])([F:23])[F:12])[CH:15]=3)=[N:6][C:5]=2[CH:7]=[CH:8][CH:9]=1. (3) The product is: [O:10]1[CH:11]=[CH:12][CH:13]=[C:9]1[C:5]1[O:6][C:7]([CH3:8])=[C:3]([CH2:2][O:25][C:22]2[CH:21]=[CH:20][C:19]([CH2:18][C:26]([O:27][CH3:32])=[O:29])=[CH:24][CH:23]=2)[N:4]=1. Given the reactants Cl[CH2:2][C:3]1[N:4]=[C:5]([C:9]2[O:10][CH:11]=[CH:12][CH:13]=2)[O:6][C:7]=1[CH3:8].C(O[CH2:18][C:19]1[CH:24]=[CH:23][C:22]([OH:25])=[CH:21][CH:20]=1)(=O)C.[C:26](=[O:29])([O-])[O-:27].[K+].[K+].[CH3:32]N(C)C=O, predict the reaction product. (4) Given the reactants [Cl:1][C:2]1[CH:7]=[CH:6][CH:5]=[C:4]([Cl:8])[C:3]=1[CH2:9][S:10]([C:13]1[CH:14]=[C:15]2[C:19](=[CH:20][CH:21]=1)[NH:18][C:17](=[O:22])/[C:16]/2=[CH:23]\[C:24]1[NH:28][C:27]([CH3:29])=[C:26]([CH2:30][C:31]([OH:33])=O)[C:25]=1[CH3:34])(=[O:12])=[O:11].C1C=CC2N(O)N=NC=2C=1.CCN=C=NCCCN(C)C.Cl.[NH2:57][CH2:58][CH2:59][N:60]1[CH2:64][CH2:63][CH:62]([NH:65][C:66](=[O:68])[CH3:67])[CH2:61]1, predict the reaction product. The product is: [C:66]([NH:65][CH:62]1[CH2:63][CH2:64][N:60]([CH2:59][CH2:58][NH:57][C:31](=[O:33])[CH2:30][C:26]2[C:25]([CH3:34])=[C:24](/[CH:23]=[C:16]3\[C:17](=[O:22])[NH:18][C:19]4[C:15]\3=[CH:14][C:13]([S:10]([CH2:9][C:3]3[C:4]([Cl:8])=[CH:5][CH:6]=[CH:7][C:2]=3[Cl:1])(=[O:11])=[O:12])=[CH:21][CH:20]=4)[NH:28][C:27]=2[CH3:29])[CH2:61]1)(=[O:68])[CH3:67]. (5) Given the reactants [CH:1]1([NH2:6])[CH2:5][CH2:4][CH2:3][CH2:2]1.[Br:7][CH2:8][CH2:9][CH2:10][CH2:11][C:12]1([C:25](Cl)=[O:26])[C:24]2[CH:23]=[CH:22][CH:21]=[CH:20][C:19]=2[C:18]2[C:13]1=[CH:14][CH:15]=[CH:16][CH:17]=2, predict the reaction product. The product is: [CH:1]1([NH:6][C:25]([C:12]2([CH2:11][CH2:10][CH2:9][CH2:8][Br:7])[C:24]3[CH:23]=[CH:22][CH:21]=[CH:20][C:19]=3[C:18]3[C:13]2=[CH:14][CH:15]=[CH:16][CH:17]=3)=[O:26])[CH2:5][CH2:4][CH2:3][CH2:2]1.